From a dataset of Reaction yield outcomes from USPTO patents with 853,638 reactions. Predict the reaction yield, written as a fraction of the theoretical maximum amount of product (1.0 means a 100% yield; for example, 0.34 means a 34% yield). (1) The reactants are [F:1][C:2]1[C:3]([N:11]2[CH2:16][CH2:15][O:14][CH2:13][C@@H:12]2[CH3:17])=[N:4][C:5]([CH3:10])=[N:6][C:7]=1[NH:8][NH2:9].[CH:18](O)([CH3:20])[CH3:19].CN1C[CH2:27][O:26]CC1.[OH:29][N:30]1[C:34]2N=[CH:36][CH:37]=[CH:38][C:33]=2N=N1.C(Cl)CCl.CN([CH:46]=[O:47])C. No catalyst specified. The product is [CH:37]1([CH2:38][C@@H:33]([C:27]([NH:9][NH:8][C:7]2[C:2]([F:1])=[C:3]([N:11]3[CH2:16][CH2:15][O:14][CH2:13][C@@H:12]3[CH3:17])[N:4]=[C:5]([CH3:10])[N:6]=2)=[O:26])[CH2:34][N:30]([OH:29])[CH:46]=[O:47])[CH2:36][CH2:20][CH2:18][CH2:19]1. The yield is 0.800. (2) The reactants are C[O:2][C:3]1[C:11]2[C:7](=[N:8][O:9][N:10]=2)[C:6]([N+:12]([O-:14])=[O:13])=[CH:5][CH:4]=1. The catalyst is [OH-].[Na+]. The product is [N+:12]([C:6]1[C:7]2=[N:8][O:9][N:10]=[C:11]2[C:3]([OH:2])=[CH:4][CH:5]=1)([O-:14])=[O:13]. The yield is 0.710. (3) The reactants are [CH3:1][C:2]1[N:7]=[C:6]2[S:8][C:9]3[CH2:13][CH2:12][CH2:11][C:10]=3[C:5]2=[C:4]([C:14]2[CH:19]=[CH:18][C:17]([CH3:20])=[CH:16][CH:15]=2)[C:3]=1[CH:21]([CH2:26][C:27]1[CH:32]=[CH:31][CH:30]=[CH:29][CH:28]=1)[C:22]([O:24]C)=[O:23].[OH-].[Na+]. The catalyst is CO. The product is [CH3:1][C:2]1[N:7]=[C:6]2[S:8][C:9]3[CH2:13][CH2:12][CH2:11][C:10]=3[C:5]2=[C:4]([C:14]2[CH:19]=[CH:18][C:17]([CH3:20])=[CH:16][CH:15]=2)[C:3]=1[CH:21]([CH2:26][C:27]1[CH:28]=[CH:29][CH:30]=[CH:31][CH:32]=1)[C:22]([OH:24])=[O:23]. The yield is 0.380. (4) The reactants are [B-](F)(F)(F)F.[B-](F)(F)(F)F.C1[N+]2(CCl)CC[N+]([F:21])(CC2)C1.[C:22]([O:26][C:27]([N:29]1[CH2:34][CH:33]=[C:32]([O:35][Si](C)(C)C)[C:31]([CH3:41])([CH3:40])[CH2:30]1)=[O:28])([CH3:25])([CH3:24])[CH3:23]. The catalyst is C(#N)C. The product is [C:22]([O:26][C:27]([N:29]1[CH2:34][CH:33]([F:21])[C:32](=[O:35])[C:31]([CH3:41])([CH3:40])[CH2:30]1)=[O:28])([CH3:25])([CH3:24])[CH3:23]. The yield is 0.970. (5) The reactants are [OH-].[Na+].[F:3][C:4]1[CH:5]=[C:6]([NH:11][C:12]2[O:16][C:15]([C:17]([NH:19][C:20]3[CH:21]=[CH:22][C:23]([O:26][C:27]4[CH:36]=[CH:35][C:30]([C:31]([O:33]C)=[O:32])=[CH:29][CH:28]=4)=[N:24][CH:25]=3)=[O:18])=[N:14][N:13]=2)[CH:7]=[CH:8][C:9]=1[F:10].Cl. The catalyst is CO. The product is [F:3][C:4]1[CH:5]=[C:6]([NH:11][C:12]2[O:16][C:15]([C:17]([NH:19][C:20]3[CH:21]=[CH:22][C:23]([O:26][C:27]4[CH:36]=[CH:35][C:30]([C:31]([OH:33])=[O:32])=[CH:29][CH:28]=4)=[N:24][CH:25]=3)=[O:18])=[N:14][N:13]=2)[CH:7]=[CH:8][C:9]=1[F:10]. The yield is 0.950. (6) The reactants are [NH:1]1[CH2:8][CH2:7][CH2:6][C@@H:2]1[C:3]([OH:5])=[O:4].[OH-].[Na+].[CH3:11][O:12][C:13]1[CH:18]=[CH:17][C:16]([CH2:19][C:20](Cl)=[O:21])=[CH:15][CH:14]=1. The catalyst is O.CC(C)=O. The product is [CH3:11][O:12][C:13]1[CH:18]=[CH:17][C:16]([CH2:19][C:20]([N:1]2[CH2:8][CH2:7][CH2:6][C@@H:2]2[C:3]([OH:5])=[O:4])=[O:21])=[CH:15][CH:14]=1. The yield is 0.950. (7) The reactants are Br[C:2]1[CH:3]=[C:4]2[C:9](=[CH:10][CH:11]=1)[O:8][CH2:7][CH2:6][C:5]2([CH2:13][CH2:14][OH:15])[CH3:12].[Li]CCCC.[CH3:21][S:22]SC. The catalyst is O1CCCC1. The product is [CH3:12][C:5]1([CH2:13][CH2:14][OH:15])[C:4]2[C:9](=[CH:10][CH:11]=[C:2]([S:22][CH3:21])[CH:3]=2)[O:8][CH2:7][CH2:6]1. The yield is 0.500. (8) The reactants are [Cl:1][C:2]1[CH:7]=[CH:6][C:5]([S:8]([C:11]2[S:20][C:14]3=[N:15][CH:16]=[C:17]([NH2:19])[CH:18]=[C:13]3[C:12]=2[C:21]2[CH:26]=[CH:25][C:24]([Cl:27])=[CH:23][CH:22]=2)(=[O:10])=[O:9])=[CH:4][CH:3]=1.[CH3:28][S:29](Cl)(=[O:31])=[O:30]. The product is [Cl:1][C:2]1[CH:3]=[CH:4][C:5]([S:8]([C:11]2[S:20][C:14]3=[N:15][CH:16]=[C:17]([NH:19][S:29]([CH3:28])(=[O:31])=[O:30])[CH:18]=[C:13]3[C:12]=2[C:21]2[CH:26]=[CH:25][C:24]([Cl:27])=[CH:23][CH:22]=2)(=[O:10])=[O:9])=[CH:6][CH:7]=1. The catalyst is N1C=CC=CC=1. The yield is 0.650. (9) The reactants are Cl[S:2]([C:5]1[CH:6]=[C:7]2[C:11](=[CH:12][CH:13]=1)[NH:10][C:9](=[O:14])[CH2:8]2)(=[O:4])=[O:3].[CH3:15][NH2:16]. The catalyst is O1CCCC1. The product is [CH3:15][NH:16][S:2]([C:5]1[CH:6]=[C:7]2[C:11](=[CH:12][CH:13]=1)[NH:10][C:9](=[O:14])[CH2:8]2)(=[O:4])=[O:3]. The yield is 0.880.